From a dataset of NCI-60 drug combinations with 297,098 pairs across 59 cell lines. Regression. Given two drug SMILES strings and cell line genomic features, predict the synergy score measuring deviation from expected non-interaction effect. Drug 1: CC1=C2C(C(=O)C3(C(CC4C(C3C(C(C2(C)C)(CC1OC(=O)C(C(C5=CC=CC=C5)NC(=O)C6=CC=CC=C6)O)O)OC(=O)C7=CC=CC=C7)(CO4)OC(=O)C)O)C)OC(=O)C. Drug 2: CC12CCC3C(C1CCC2OP(=O)(O)O)CCC4=C3C=CC(=C4)OC(=O)N(CCCl)CCCl.[Na+]. Cell line: K-562. Synergy scores: CSS=88.3, Synergy_ZIP=11.6, Synergy_Bliss=10.9, Synergy_Loewe=14.1, Synergy_HSA=15.0.